From a dataset of Experimentally validated miRNA-target interactions with 360,000+ pairs, plus equal number of negative samples. Binary Classification. Given a miRNA mature sequence and a target amino acid sequence, predict their likelihood of interaction. The miRNA is hsa-miR-3938 with sequence AAUUCCCUUGUAGAUAACCCGG. The protein sequence of the target gene is MAATTANPEMTSDVPSLGPTIASGNPGPGIQGGGAVVQRAIKRRSGLDFDDEVEVNTKFLRCDDDQMCNDKERFARSDDEQSSADKERLARENHSEIERRRRNKMTAYITELSDMVPTCSALARKPDKLTILRMAVSHMKSLRGTGNTSTDGSYKPSFLTDQELKHLILEAADGFLFIVSCETGRVVYVSDSVTPVLNQPQSEWFGSTLYDQVHPDDVDKLREQLSTSENALTGRVLDLKTGTVKKEGQQSSMRMCMGSRRSFICRMRCGTSSVDPVSMNRLSFLRNRCRNGLGSVKEGE.... Result: 0 (no interaction).